From a dataset of Full USPTO retrosynthesis dataset with 1.9M reactions from patents (1976-2016). Predict the reactants needed to synthesize the given product. (1) Given the product [CH2:1]([O:8][N:9]1[C:15](=[O:16])[N:14]2[CH2:17][C@H:10]1[CH2:11][CH2:12][C@H:13]2[C:18]([NH:27][N:21]1[CH2:26][CH2:25][O:24][CH2:23][CH2:22]1)=[O:20])[C:2]1[CH:3]=[CH:4][CH:5]=[CH:6][CH:7]=1, predict the reactants needed to synthesize it. The reactants are: [CH2:1]([O:8][N:9]1[C:15](=[O:16])[N:14]2[CH2:17][C@H:10]1[CH2:11][CH2:12][C@H:13]2[C:18]([OH:20])=O)[C:2]1[CH:7]=[CH:6][CH:5]=[CH:4][CH:3]=1.[N:21]1([NH2:27])[CH2:26][CH2:25][O:24][CH2:23][CH2:22]1.ON1C2C=CC=CC=2N=N1.Cl.C(N=C=NCCCN(C)C)C. (2) Given the product [CH3:20][O:21][C:22]1[CH:23]=[C:24]([NH:25][C:2]2[N:7]=[C:6]([CH:8]([OH:12])[CH:9]([CH3:11])[CH3:10])[CH:5]=[C:4]([CH2:13][O:14][CH2:15][C:16]([F:19])([F:18])[F:17])[N:3]=2)[CH:26]=[CH:27][C:28]=1[N:29]1[CH:33]=[C:32]([CH3:34])[N:31]=[CH:30]1, predict the reactants needed to synthesize it. The reactants are: Cl[C:2]1[N:7]=[C:6]([CH:8]([OH:12])[CH:9]([CH3:11])[CH3:10])[CH:5]=[C:4]([CH2:13][O:14][CH2:15][C:16]([F:19])([F:18])[F:17])[N:3]=1.[CH3:20][O:21][C:22]1[CH:23]=[C:24]([CH:26]=[CH:27][C:28]=1[N:29]1[CH:33]=[C:32]([CH3:34])[N:31]=[CH:30]1)[NH2:25].C1(P(C2CCCCC2)C2C=CC=CC=2C2C=CC=CC=2)CCCCC1.C(=O)([O-])[O-].[Cs+].[Cs+]. (3) Given the product [Cl:27][C:5]1[C:6]([NH:8][CH:9]2[CH2:10][CH2:11][C:12]3([CH2:13][CH2:14][N:15]([C:18]([O:20][C:21]([CH3:23])([CH3:22])[CH3:24])=[O:19])[CH2:16][CH2:17]3)[CH2:25][CH2:26]2)=[N:7][C:2]([NH:37][C:34]2[CH:33]=[C:32]([CH:29]3[CH2:31][CH2:30]3)[NH:36][N:35]=2)=[N:3][CH:4]=1, predict the reactants needed to synthesize it. The reactants are: Cl[C:2]1[N:7]=[C:6]([NH:8][CH:9]2[CH2:26][CH2:25][C:12]3([CH2:17][CH2:16][N:15]([C:18]([O:20][C:21]([CH3:24])([CH3:23])[CH3:22])=[O:19])[CH2:14][CH2:13]3)[CH2:11][CH2:10]2)[C:5]([Cl:27])=[CH:4][N:3]=1.Cl.[CH:29]1([C:32]2[NH:36][N:35]=[C:34]([NH2:37])[CH:33]=2)[CH2:31][CH2:30]1.C(=O)([O-])[O-].[Cs+].[Cs+].C1(P(C2C=CC=CC=2)C2C=CC3C(=CC=CC=3)C=2C2C3C(=CC=CC=3)C=CC=2P(C2C=CC=CC=2)C2C=CC=CC=2)C=CC=CC=1. (4) The reactants are: [N:1]([C:4]([CH3:7])([CH3:6])[CH3:5])=[C:2]=[S:3].[NH2:8][CH2:9][CH2:10][CH2:11][N:12]1[CH2:17][CH2:16][CH:15]([C:18]2[CH:19]=[C:20]([NH:24][C:25](=[O:29])[CH:26]([CH3:28])[CH3:27])[CH:21]=[CH:22][CH:23]=2)[CH2:14][CH2:13]1. Given the product [C:4]([NH:1][C:2]([NH:8][CH2:9][CH2:10][CH2:11][N:12]1[CH2:17][CH2:16][CH:15]([C:18]2[CH:19]=[C:20]([NH:24][C:25](=[O:29])[CH:26]([CH3:27])[CH3:28])[CH:21]=[CH:22][CH:23]=2)[CH2:14][CH2:13]1)=[S:3])([CH3:7])([CH3:6])[CH3:5], predict the reactants needed to synthesize it.